From a dataset of Full USPTO retrosynthesis dataset with 1.9M reactions from patents (1976-2016). Predict the reactants needed to synthesize the given product. (1) The reactants are: S(O)(=O)(=O)C.[CH2:6]1[CH:15]2[CH:10]([CH2:11][CH2:12][CH2:13][CH2:14]2)[CH2:9][CH2:8][NH:7]1.[C:16](=[O:19])([O-:18])[O-].[K+].[K+].[SH:22][C:23]1[C:24]([C:33]([O:35][CH3:36])=[O:34])=[CH:25][C:26]2[C:31]([CH:32]=1)=[CH:30][CH:29]=[CH:28][CH:27]=2.CCCC[CH2:41][CH3:42].[C:43]([O:46][CH2:47]C)(=[O:45])C. Given the product [CH2:41]([O:18][C:16]([C@@H:8]1[CH2:9][C@@H:10]2[C@@H:15]([CH2:14][CH2:13][C@H:12]([S:22][C:23]3[C:24]([C:33]([O:35][CH3:36])=[O:34])=[CH:25][C:26]4[C:31](=[CH:30][CH:29]=[CH:28][CH:27]=4)[CH:32]=3)[CH2:11]2)[CH2:6][N:7]1[C:43]([O:46][CH3:47])=[O:45])=[O:19])[CH3:42], predict the reactants needed to synthesize it. (2) Given the product [C:1]([O:5][C:6]([N:8]1[CH2:20][CH2:19][C:18]2[C:17]3[C:12](=[CH:13][C:14]([N:37]4[CH:38]=[CH:39][C:34]([O:33][CH2:32][C:24]5[N:23]=[C:27]6[CH:28]=[CH:29][CH:30]=[CH:31][N:26]6[CH:25]=5)=[CH:35][C:36]4=[O:40])=[CH:15][CH:16]=3)[N:11]([CH3:22])[C:10]=2[CH2:9]1)=[O:7])([CH3:4])([CH3:3])[CH3:2], predict the reactants needed to synthesize it. The reactants are: [C:1]([O:5][C:6]([N:8]1[CH2:20][CH2:19][C:18]2[C:17]3[C:12](=[CH:13][C:14](Br)=[CH:15][CH:16]=3)[N:11]([CH3:22])[C:10]=2[CH2:9]1)=[O:7])([CH3:4])([CH3:3])[CH3:2].[N:23]1[C:24]([CH2:32][O:33][C:34]2[CH:39]=[CH:38][NH:37][C:36](=[O:40])[CH:35]=2)=[CH:25][N:26]2[CH:31]=[CH:30][CH:29]=[CH:28][C:27]=12.C([O-])([O-])=O.[Cs+].[Cs+].OC1C=CC=C2C=1N=CC=C2.